This data is from HIV replication inhibition screening data with 41,000+ compounds from the AIDS Antiviral Screen. The task is: Binary Classification. Given a drug SMILES string, predict its activity (active/inactive) in a high-throughput screening assay against a specified biological target. (1) The compound is CNC(=O)OCc1cc(C(=O)NCCCNCCCNC(=O)c2ccc([N+](=O)[O-])c(COC(=O)NC)c2)ccc1[N+](=O)[O-].Cl. The result is 0 (inactive). (2) The compound is COc1cc2c(cc1OC)C1Cc3cc(OC)c(OC)cc3C(C2)N1C. The result is 0 (inactive). (3) The result is 0 (inactive). The drug is I.S=C(NNC1=NCCCN1)Nc1ccccc1. (4) The molecule is CC(C)=CCCC(C)c1c2nc3ccccc3[nH]c-2c(C)c(=O)c1O. The result is 0 (inactive). (5) The drug is Cc1nc2cc(N)c(F)cc2[nH]1. The result is 0 (inactive).